This data is from Forward reaction prediction with 1.9M reactions from USPTO patents (1976-2016). The task is: Predict the product of the given reaction. (1) The product is: [Cl:1][C:2]1[N:3]=[C:4]([NH:23][C:24]2[CH:32]=[C:31]3[C:27]([CH:28]=[N:29][NH:30]3)=[CH:26][CH:25]=2)[C:5]2[C:10]([CH2:11][CH3:12])=[CH:9][N:8]([S:13]([C:16]3[CH:22]=[CH:21][C:19]([CH3:20])=[CH:18][CH:17]=3)(=[O:15])=[O:14])[C:6]=2[N:7]=1. Given the reactants [Cl:1][C:2]1[N:3]=[C:4]([NH:23][C:24]2[CH:32]=[C:31]3[C:27]([CH:28]=[N:29][NH:30]3)=[CH:26][CH:25]=2)[C:5]2[C:10]([CH:11]=[CH2:12])=[CH:9][N:8]([S:13]([C:16]3[CH:22]=[CH:21][C:19]([CH3:20])=[CH:18][CH:17]=3)(=[O:15])=[O:14])[C:6]=2[N:7]=1, predict the reaction product. (2) Given the reactants F[C:2]1[C:7](F)=[CH:6][CH:5]=[CH:4][C:3]=1[CH2:9][S:10]([C:13]1[N:22]=[C:21]([NH:23][C@H:24]([CH3:27])[CH2:25][OH:26])[C:20]2[N:19]=[CH:18][C:17](=[O:28])[NH:16][C:15]=2[N:14]=1)(=O)=O.[Cl:29]C1C=C(CS)C=CC=1, predict the reaction product. The product is: [Cl:29][C:7]1[CH:2]=[C:3]([CH2:9][S:10][C:13]2[N:22]=[C:21]([NH:23][C@H:24]([CH3:27])[CH2:25][OH:26])[C:20]3[N:19]=[CH:18][C:17](=[O:28])[NH:16][C:15]=3[N:14]=2)[CH:4]=[CH:5][CH:6]=1. (3) Given the reactants B.O1CCCC1.[O:7]1[CH2:12][CH2:11][N:10]([C:13]2[CH:14]=[C:15]([C:20]3[CH:33]=[CH:32][CH:31]=[C:30]4[C:21]=3[O:22][C:23]3[CH:24]=[CH:25][C:26]([NH:34][CH2:35][C:36]5[CH:37]=[C:38]([NH:42][C:43](=O)[CH3:44])[CH:39]=[N:40][CH:41]=5)=[CH:27][C:28]=3[CH2:29]4)[NH:16][C:17](=[O:19])[CH:18]=2)[CH2:9][CH2:8]1.Cl.C(Cl)(Cl)Cl, predict the reaction product. The product is: [CH2:43]([NH:42][C:38]1[CH:37]=[C:36]([CH2:35][NH:34][C:26]2[CH:27]=[C:28]3[C:23]([O:22][C:21]4[C:20]([C:15]5[NH:16][C:17](=[O:19])[CH:18]=[C:13]([N:10]6[CH2:9][CH2:8][O:7][CH2:12][CH2:11]6)[CH:14]=5)=[CH:33][CH:32]=[CH:31][C:30]=4[CH2:29]3)=[CH:24][CH:25]=2)[CH:41]=[N:40][CH:39]=1)[CH3:44]. (4) Given the reactants [CH2:1]([N:8]1[C:12]2[CH:13]=[C:14]([OH:17])[CH:15]=[CH:16][C:11]=2[N:10]=[C:9]1[NH2:18])[C:2]1[CH:7]=[CH:6][CH:5]=[CH:4][CH:3]=1.[O:19](C(OC(C)(C)C)=O)[C:20]([O:22][C:23]([CH3:26])([CH3:25])[CH3:24])=O.[OH-].[Na+], predict the reaction product. The product is: [CH2:1]([N:8]1[C:12]2[CH:13]=[C:14]([OH:17])[CH:15]=[CH:16][C:11]=2[N:10]=[C:9]1[NH:18][C:20]([O:22][C:23]([CH3:26])([CH3:25])[CH3:24])=[O:19])[C:2]1[CH:3]=[CH:4][CH:5]=[CH:6][CH:7]=1.